From a dataset of Catalyst prediction with 721,799 reactions and 888 catalyst types from USPTO. Predict which catalyst facilitates the given reaction. (1) Reactant: B(Br)(Br)Br.C[O:6][C:7]1[C:12]([CH3:13])=[CH:11][C:10]([C:14]2[O:15][C:16]3[N:17]=[C:18]([S:27][CH3:28])[N:19]=[C:20]([O:23][CH2:24][CH2:25][CH3:26])[C:21]=3[N:22]=2)=[CH:9][C:8]=1[CH3:29]. Product: [CH3:13][C:12]1[CH:11]=[C:10]([C:14]2[O:15][C:16]3[N:17]=[C:18]([S:27][CH3:28])[N:19]=[C:20]([O:23][CH2:24][CH2:25][CH3:26])[C:21]=3[N:22]=2)[CH:9]=[C:8]([CH3:29])[C:7]=1[OH:6]. The catalyst class is: 4. (2) Reactant: [H-].[Na+].[C:3]([O:7][C:8]([N:10]1[C@@H:19]([CH3:20])[CH2:18][C:17]2[C:16]([O:21][C:22]3[CH:23]=[C:24]4[C:28](=[CH:29][CH:30]=3)[NH:27][CH:26]=[CH:25]4)=[N:15][CH:14]=[N:13][C:12]=2[CH2:11]1)=[O:9])([CH3:6])([CH3:5])[CH3:4].[C:31]([O:35][C:36]([N:38]1[C:42]([NH:43][C:44](OC2C=CC=CC=2)=[O:45])=[CH:41][C:40]([C:53]2([CH3:56])[CH2:55][CH2:54]2)=[N:39]1)=[O:37])([CH3:34])([CH3:33])[CH3:32]. Product: [C:3]([O:7][C:8]([N:10]1[C@@H:19]([CH3:20])[CH2:18][C:17]2[C:16]([O:21][C:22]3[CH:23]=[C:24]4[C:28](=[CH:29][CH:30]=3)[N:27]([C:44](=[O:45])[NH:43][C:42]3[N:38]([C:36]([O:35][C:31]([CH3:34])([CH3:33])[CH3:32])=[O:37])[N:39]=[C:40]([C:53]5([CH3:56])[CH2:55][CH2:54]5)[CH:41]=3)[CH:26]=[CH:25]4)=[N:15][CH:14]=[N:13][C:12]=2[CH2:11]1)=[O:9])([CH3:4])([CH3:5])[CH3:6]. The catalyst class is: 3. (3) Reactant: [NH:1]1[CH:5]=[CH:4][N:3]=[C:2]1[C:6]1[CH:12]=[CH:11][CH:10]=[CH:9][C:7]=1[NH2:8].C(O[C:16](=O)[CH2:17][C:18](=[O:24])[C:19]1[S:20][CH:21]=[CH:22][CH:23]=1)C. Product: [N:1]1[CH:5]=[CH:4][N:3]2[C:2]=1[C:6]1[CH:12]=[CH:11][CH:10]=[CH:9][C:7]=1[N:8]=[C:16]2/[CH:17]=[C:18](/[C:19]1[S:20][CH:21]=[CH:22][CH:23]=1)\[OH:24]. The catalyst class is: 11. (4) The catalyst class is: 14. Reactant: [CH3:1][O:2][CH2:3][CH2:4][O:5][C:6]1[CH:13]=[CH:12][C:9]([CH:10]=[O:11])=[CH:8][CH:7]=1.[BH4-].[Na+].O.Cl. Product: [CH3:1][O:2][CH2:3][CH2:4][O:5][C:6]1[CH:7]=[CH:8][C:9]([CH2:10][OH:11])=[CH:12][CH:13]=1. (5) The catalyst class is: 9. Product: [O:10]1[C:9]2[CH:8]=[CH:7][C:4]([CH:5]=[O:6])=[CH:3][C:2]=2[O:1][CH2:11]1. Reactant: [OH:1][C:2]1[CH:3]=[C:4]([CH:7]=[CH:8][C:9]=1[OH:10])[CH:5]=[O:6].[C:11](=O)([O-])[O-].[Cs+].[Cs+].BrCBr. (6) Reactant: [CH3:1][C@H:2]1[CH2:7][C@@H:6]([OH:8])[C@H:5]([CH:9]([CH3:11])[CH3:10])[CH2:4][CH2:3]1. Product: [CH3:1][C@H:2]1[CH2:7][C@@H:6]([OH:8])[C@H:5]([C:9]([CH3:11])=[CH2:10])[CH2:4][CH2:3]1. The catalyst class is: 181.